From a dataset of Reaction yield outcomes from USPTO patents with 853,638 reactions. Predict the reaction yield, written as a fraction of the theoretical maximum amount of product (1.0 means a 100% yield; for example, 0.34 means a 34% yield). The reactants are [Cl:1][C:2]1[N:3]=[N:4][C:5]([Cl:8])=[CH:6][CH:7]=1.[C:9](O)(=O)[CH2:10]C.S(=O)(=O)(O)O.S(OOS([O-])(=O)=O)([O-])(=O)=O.[NH4+].[NH4+].[OH-].[NH4+]. The catalyst is O.[N+]([O-])([O-])=O.[Ag+]. The product is [Cl:1][C:2]1[N:3]=[N:4][C:5]([Cl:8])=[CH:6][C:7]=1[CH2:9][CH3:10]. The yield is 0.540.